Dataset: Full USPTO retrosynthesis dataset with 1.9M reactions from patents (1976-2016). Task: Predict the reactants needed to synthesize the given product. (1) Given the product [CH3:12][C:13]1[N:14]([CH2:27][CH:28]([CH3:30])[CH3:29])[C:15]2[C:24]3[CH:23]=[CH:22][C:21]([O:25][CH2:2][CH2:3][NH:4][C:5](=[O:11])[O:6][C:7]([CH3:10])([CH3:9])[CH3:8])=[CH:20][C:19]=3[N:18]=[CH:17][C:16]=2[N:26]=1, predict the reactants needed to synthesize it. The reactants are: I[CH2:2][CH2:3][NH:4][C:5](=[O:11])[O:6][C:7]([CH3:10])([CH3:9])[CH3:8].[CH3:12][C:13]1[N:14]([CH2:27][CH:28]([CH3:30])[CH3:29])[C:15]2[C:24]3[CH:23]=[CH:22][C:21]([OH:25])=[CH:20][C:19]=3[N:18]=[CH:17][C:16]=2[N:26]=1.C(=O)([O-])[O-].[Cs+].[Cs+]. (2) Given the product [C:1]1([C:7](=[N:14][CH:15]([CH2:56][CH2:55][C:50]2[CH:51]=[C:52]3[C:47](=[CH:48][CH:49]=2)[C:44]2=[N:45][O:46][C:42]([C:36]4[CH:35]=[N:34][N:33]([C:27]5[CH:28]=[CH:29][CH:30]=[CH:31][CH:32]=5)[C:37]=4[C:38]([F:40])([F:41])[F:39])=[C:43]2[CH2:54][CH2:53]3)[C:16]([O:18][CH2:19][CH3:20])=[O:17])[C:8]2[CH:9]=[CH:10][CH:11]=[CH:12][CH:13]=2)[CH:2]=[CH:3][CH:4]=[CH:5][CH:6]=1, predict the reactants needed to synthesize it. The reactants are: [C:1]1([C:7](=[N:14][CH2:15][C:16]([O:18][CH2:19][CH3:20])=[O:17])[C:8]2[CH:13]=[CH:12][CH:11]=[CH:10][CH:9]=2)[CH:6]=[CH:5][CH:4]=[CH:3][CH:2]=1.C(=O)([O-])[O-].[Cs+].[Cs+].[C:27]1([N:33]2[C:37]([C:38]([F:41])([F:40])[F:39])=[C:36]([C:42]3[O:46][N:45]=[C:44]4[C:47]5[C:52]([CH2:53][CH2:54][C:43]=34)=[CH:51][C:50]([CH:55]=[CH2:56])=[CH:49][CH:48]=5)[CH:35]=[N:34]2)[CH:32]=[CH:31][CH:30]=[CH:29][CH:28]=1. (3) Given the product [F:1][C:2]1[CH:11]=[C:10]2[C:5]([CH:6]=[C:7]([O:12][CH2:29][CH2:28][N:25]3[CH2:24][CH2:23][CH:22]([NH:21][CH2:20][C:40]4[CH:41]=[CH:42][C:36]5[S:35][CH2:34][C:33](=[O:32])[NH:38][C:37]=5[CH:39]=4)[CH2:27][CH2:26]3)[CH:8]=[N:9]2)=[CH:4][C:3]=1[O:13][CH3:14], predict the reactants needed to synthesize it. The reactants are: [F:1][C:2]1[CH:11]=[C:10]2[C:5]([CH:6]=[C:7]([OH:12])[CH:8]=[N:9]2)=[CH:4][C:3]=1[O:13][CH3:14].C(O[C:20](=O)[NH:21][CH:22]1[CH2:27][CH2:26][N:25]([CH2:28][CH2:29]O)[CH2:24][CH2:23]1)(C)(C)C.[O:32]=[C:33]1[NH:38][C:37]2[CH:39]=[C:40](C=O)[CH:41]=[CH:42][C:36]=2[S:35][CH2:34]1. (4) Given the product [ClH:33].[OH:1][C@@H:2]([CH2:29][CH:30]([CH3:32])[CH3:31])[C:3]([N:5]1[CH2:10][CH2:9][N:8]([C:11]2[C:20]3[C:15](=[CH:16][C:17]([CH3:21])=[CH:18][CH:19]=3)[N:14]=[C:13]([C:22]3[CH:27]=[CH:26][CH:25]=[CH:24][C:23]=3[OH:28])[N:12]=2)[CH2:7][CH2:6]1)=[O:4], predict the reactants needed to synthesize it. The reactants are: [OH:1][C@@H:2]([CH2:29][CH:30]([CH3:32])[CH3:31])[C:3]([N:5]1[CH2:10][CH2:9][N:8]([C:11]2[C:20]3[C:15](=[CH:16][C:17]([CH3:21])=[CH:18][CH:19]=3)[N:14]=[C:13]([C:22]3[CH:27]=[CH:26][CH:25]=[CH:24][C:23]=3[OH:28])[N:12]=2)[CH2:7][CH2:6]1)=[O:4].[ClH:33].CCOCC.